This data is from Forward reaction prediction with 1.9M reactions from USPTO patents (1976-2016). The task is: Predict the product of the given reaction. (1) Given the reactants [CH:1]1([CH2:4][NH:5][N:6]2[C:15]3[C:10](=[CH:11][CH:12]=[CH:13][CH:14]=3)[C:9]([OH:16])=[CH:8][C:7]2=[O:17])[CH2:3][CH2:2]1.N1C=CC=CC=1.S(OC)(O[C:28](SC)([S:31][CH3:32])[S:29][CH3:30])(=O)=O, predict the reaction product. The product is: [CH3:30][S:29][C:28]([S:31][CH3:32])=[C:8]1[C:9](=[O:16])[C:10]2[C:15](=[CH:14][CH:13]=[CH:12][CH:11]=2)[N:6]([NH:5][CH2:4][CH:1]2[CH2:2][CH2:3]2)[C:7]1=[O:17]. (2) Given the reactants C(O)(=O)C.[C:5]1([C:11]2([CH2:21][C:22]([NH2:24])=[NH:23])[CH2:20][CH2:19][C:14]3([O:18][CH2:17][CH2:16][O:15]3)[CH2:13][CH2:12]2)[CH:10]=[CH:9][CH:8]=[CH:7][CH:6]=1.[C:25]([O:29][C:30](=[O:45])/[C:31](/O)=[C:32](\[O:36][CH2:37][C:38]1[CH:43]=[CH:42][CH:41]=[CH:40][CH:39]=1)/[C:33](O)=[O:34])([CH3:28])([CH3:27])[CH3:26].C[O-].[Na+].CCCCCC, predict the reaction product. The product is: [C:25]([O:29][C:30]([C:31]1[C:32]([O:36][CH2:37][C:38]2[CH:43]=[CH:42][CH:41]=[CH:40][CH:39]=2)=[C:33]([OH:34])[N:24]=[C:22]([CH2:21][C:11]2([C:5]3[CH:10]=[CH:9][CH:8]=[CH:7][CH:6]=3)[CH2:12][CH2:13][C:14]3([O:18][CH2:17][CH2:16][O:15]3)[CH2:19][CH2:20]2)[N:23]=1)=[O:45])([CH3:28])([CH3:26])[CH3:27]. (3) Given the reactants [CH3:1][C:2]1([CH3:10])[CH2:7][CH:6]([CH3:8])[CH2:5][CH:4]([OH:9])[CH2:3]1.N1C=CC=CC=1.[C:17](Cl)(=[O:21])/[CH:18]=[CH:19]/[CH3:20].O, predict the reaction product. The product is: [C:17]([O:9][CH:4]1[CH2:5][CH:6]([CH3:8])[CH2:7][C:2]([CH3:10])([CH3:1])[CH2:3]1)(=[O:21])/[CH:18]=[CH:19]/[CH3:20]. (4) Given the reactants [F:1][C:2]1[CH:11]=[C:10]2[C:5]([CH2:6][CH2:7][CH2:8][C:9]2=O)=[CH:4][CH:3]=1.Cl.[NH2:14][OH:15].C([O-])(=O)C.[Na+], predict the reaction product. The product is: [F:1][C:2]1[CH:11]=[C:10]2[C:5]([CH2:6][CH2:7][CH2:8][C:9]2=[N:14][OH:15])=[CH:4][CH:3]=1.